From a dataset of Catalyst prediction with 721,799 reactions and 888 catalyst types from USPTO. Predict which catalyst facilitates the given reaction. (1) Reactant: F[C:2]1[CH:41]=[CH:40][C:39]([F:42])=[CH:38][C:3]=1[CH2:4][N:5]1[CH:9]=[C:8]([C:10]2[C:18]3[C:13](=[N:14][CH:15]=[C:16]([C:19]4[CH:20]=[C:21]([N:25]5[CH2:30][CH2:29][N:28](C(OC(C)(C)C)=O)[CH2:27][CH2:26]5)[CH:22]=[CH:23][CH:24]=4)[CH:17]=3)[NH:12][CH:11]=2)[CH:7]=[N:6]1.[ClH:43].CCOCC. Product: [ClH:43].[F:42][C:39]1[CH:38]=[C:3]([CH:2]=[CH:41][CH:40]=1)[CH2:4][N:5]1[CH:9]=[C:8]([C:10]2[C:18]3[C:13](=[N:14][CH:15]=[C:16]([C:19]4[CH:24]=[CH:23][CH:22]=[C:21]([N:25]5[CH2:30][CH2:29][NH:28][CH2:27][CH2:26]5)[CH:20]=4)[CH:17]=3)[NH:12][CH:11]=2)[CH:7]=[N:6]1. The catalyst class is: 71. (2) Reactant: [CH3:1][O:2][C:3]1[C:12]([N+:13]([O-])=O)=[C:11]2[C:6]([CH:7]=[CH:8][CH:9]=[N:10]2)=[CH:5][CH:4]=1.[Sn](Cl)Cl. Product: [CH3:1][O:2][C:3]1[C:12]([NH2:13])=[C:11]2[C:6]([CH:7]=[CH:8][CH:9]=[N:10]2)=[CH:5][CH:4]=1. The catalyst class is: 33. (3) Reactant: [CH2:1]([O:3][C:4](=[O:14])[CH2:5]P(OCC)(OCC)=O)[CH3:2].O[CH:16]1[C:24]2[C:19](=[CH:20][CH:21]=[C:22]([S:25]([CH3:28])(=[O:27])=[O:26])[CH:23]=2)[C:18](=[O:29])[N:17]1[CH2:30][C:31]([F:34])([F:33])[F:32].COCCOC. Product: [CH2:1]([O:3][C:4](=[O:14])[CH2:5][CH:16]1[C:24]2[C:19](=[CH:20][CH:21]=[C:22]([S:25]([CH3:28])(=[O:26])=[O:27])[CH:23]=2)[C:18](=[O:29])[N:17]1[CH2:30][C:31]([F:32])([F:34])[F:33])[CH3:2]. The catalyst class is: 425. (4) Reactant: [F:1][C:2]1[CH:8]=[C:7]([O:9][C:10]2[C:11]3[N:18]([CH3:19])[CH:17]=[CH:16][C:12]=3[N:13]=[CH:14][N:15]=2)[CH:6]=[CH:5][C:3]=1[NH2:4].C(N(CC)CC)C.[F:27][C:28]1[CH:33]=[CH:32][C:31]([C:34]([F:37])([F:36])[F:35])=[CH:30][C:29]=1[N:38]=[C:39]=[O:40]. Product: [F:1][C:2]1[CH:8]=[C:7]([O:9][C:10]2[C:11]3[N:18]([CH3:19])[CH:17]=[CH:16][C:12]=3[N:13]=[CH:14][N:15]=2)[CH:6]=[CH:5][C:3]=1[NH:4][C:39]([NH:38][C:29]1[CH:30]=[C:31]([C:34]([F:35])([F:37])[F:36])[CH:32]=[CH:33][C:28]=1[F:27])=[O:40]. The catalyst class is: 30.